This data is from Forward reaction prediction with 1.9M reactions from USPTO patents (1976-2016). The task is: Predict the product of the given reaction. Given the reactants [CH3:1][O:2][C:3]1[CH:8]=[CH:7][C:6]([CH2:9][C:10](=O)[CH3:11])=[CH:5][CH:4]=1.[C:13]([CH2:15][C:16]([O:18][CH2:19][CH3:20])=[O:17])#[N:14].C([O-])(=O)C.[NH4+].C(O)(=O)C, predict the reaction product. The product is: [CH2:19]([O:18][C:16](=[O:17])[C:15]([C:13]#[N:14])=[C:10]([CH3:11])[CH2:9][C:6]1[CH:7]=[CH:8][C:3]([O:2][CH3:1])=[CH:4][CH:5]=1)[CH3:20].